Dataset: Reaction yield outcomes from USPTO patents with 853,638 reactions. Task: Predict the reaction yield, written as a fraction of the theoretical maximum amount of product (1.0 means a 100% yield; for example, 0.34 means a 34% yield). The reactants are [C:1]([O:5][C:6]([NH:8][C@H:9]([C:26]([O:28][CH3:29])=[O:27])[CH2:10][C:11]1[CH:16]=[CH:15][C:14]([B:17]2[O:21]C(C)(C)C(C)(C)[O:18]2)=[CH:13][CH:12]=1)=[O:7])([CH3:4])([CH3:3])[CH3:2].I([O-])(=O)(=O)=O.[Na+].C([O-])(=O)C.[NH4+].O. The catalyst is CC(C)=O. The product is [C:1]([O:5][C:6]([NH:8][C@H:9]([C:26]([O:28][CH3:29])=[O:27])[CH2:10][C:11]1[CH:12]=[CH:13][C:14]([B:17]([OH:21])[OH:18])=[CH:15][CH:16]=1)=[O:7])([CH3:3])([CH3:4])[CH3:2]. The yield is 0.550.